Dataset: Retrosynthesis with 50K atom-mapped reactions and 10 reaction types from USPTO. Task: Predict the reactants needed to synthesize the given product. (1) Given the product COc1ncc(Cl)nc1NS(=O)(=O)c1cccc(Cl)c1Cl, predict the reactants needed to synthesize it. The reactants are: COc1ncc(Cl)nc1N.O=S(=O)(Cl)c1cccc(Cl)c1Cl. (2) Given the product C[C@@H](Oc1cccc2ncnc(Nc3ccc4c(cnn4Cc4cscn4)c3)c12)C(=O)N1CCCC1, predict the reactants needed to synthesize it. The reactants are: C1CCNC1.COC(=O)[C@@H](C)Oc1cccc2ncnc(Nc3ccc4c(cnn4Cc4cscn4)c3)c12. (3) Given the product CCOC(=O)Cc1coc(-c2ccc(OCc3cscn3)cc2)n1, predict the reactants needed to synthesize it. The reactants are: CCOC(=O)Cc1coc(-c2ccc(O)cc2)n1.ClCc1cscn1. (4) Given the product O=C(O)CS(=O)(=O)c1cccc(-c2cnc(Nc3ccc(F)c(Cl)c3)nc2-n2ccc(C(F)(F)F)n2)c1, predict the reactants needed to synthesize it. The reactants are: CC(C)(C)OC(=O)CS(=O)(=O)c1cccc(-c2cnc(Nc3ccc(F)c(Cl)c3)nc2-n2ccc(C(F)(F)F)n2)c1. (5) Given the product CCN1C(=O)C2(CCCN(C3CCN(C(=O)c4c(N)sc5ccccc45)CC3)C2)N=C1C, predict the reactants needed to synthesize it. The reactants are: CCN1C(=O)C2(CCCN(C3CCN(C(=O)c4c(NC(=O)OC(C)(C)C)sc5ccccc45)CC3)C2)N=C1C. (6) The reactants are: CCOCCSc1cc(C)c(Br)c(C)c1.O=Cc1cccc(B(O)O)c1. Given the product CCOCCSc1cc(C)c(-c2cccc(C=O)c2)c(C)c1, predict the reactants needed to synthesize it. (7) Given the product CCOC(=O)CCCOc1ccc(CCNCC(O)COc2ccccc2)cc1, predict the reactants needed to synthesize it. The reactants are: CCOC(=O)CCCBr.Oc1ccc(CCNCC(O)COc2ccccc2)cc1. (8) Given the product CCOc1cnc(-c2cccc(Cc3nn(-c4cnn(CCO)c4)ccc3=O)c2)nc1, predict the reactants needed to synthesize it. The reactants are: CCOc1cnc(-c2cccc(Cc3nn(-c4cnn(CCOCc5ccccc5)c4)ccc3=O)c2)nc1. (9) Given the product Cc1cc(Nc2ncnc3ccc(C=NN)cc23)ccc1Oc1ccccc1, predict the reactants needed to synthesize it. The reactants are: Cc1cc(Nc2ncnc3ccc(C=O)cc23)ccc1Oc1ccccc1.NN.